Dataset: Peptide-MHC class I binding affinity with 185,985 pairs from IEDB/IMGT. Task: Regression. Given a peptide amino acid sequence and an MHC pseudo amino acid sequence, predict their binding affinity value. This is MHC class I binding data. (1) The peptide sequence is KLNHHKPPT. The MHC is HLA-B15:01 with pseudo-sequence HLA-B15:01. The binding affinity (normalized) is 0.0847. (2) The peptide sequence is MTKEEFTRY. The MHC is HLA-A01:01 with pseudo-sequence HLA-A01:01. The binding affinity (normalized) is 0.491. (3) The peptide sequence is MAMVLSIVS. The MHC is HLA-B35:01 with pseudo-sequence HLA-B35:01. The binding affinity (normalized) is 0.400.